The task is: Predict the reactants needed to synthesize the given product.. This data is from Full USPTO retrosynthesis dataset with 1.9M reactions from patents (1976-2016). (1) Given the product [C:1]([NH:5][S:6]([C:9]1[CH:14]=[CH:13][CH:12]=[CH:11][C:10]=1[C:15]1[N:20]=[CH:19][C:18]([CH2:21][N:22]2[C:26]([CH2:27][CH2:28][CH3:29])=[CH:25][C:24]([C:30]([OH:32])=[O:31])=[N:23]2)=[CH:17][CH:16]=1)(=[O:8])=[O:7])(=[O:34])[CH3:4], predict the reactants needed to synthesize it. The reactants are: [C:1]([NH:5][S:6]([C:9]1[CH:14]=[CH:13][CH:12]=[CH:11][C:10]=1[C:15]1[N:20]=[CH:19][C:18]([CH2:21][N:22]2[C:26]([CH2:27][CH2:28][CH3:29])=[CH:25][C:24]([C:30]([OH:32])=[O:31])=[N:23]2)=[CH:17][CH:16]=1)(=[O:8])=[O:7])([CH3:4])(C)C.C(O)(C(F)(F)F)=[O:34].C(Cl)Cl.C(OC(=O)C)(=O)C. (2) Given the product [NH:7]1[C:2]2[CH:3]=[CH:4][CH:5]=[CH:6][C:1]=2[N:8]=[CH:9]1, predict the reactants needed to synthesize it. The reactants are: [C:1]1([NH2:8])[C:2]([NH2:7])=[CH:3][CH:4]=[CH:5][CH:6]=1.[CH3:9]OC1C=C(OC)C=CC=1C=O.C(O)(=O)C. (3) Given the product [NH2:19][C:20]1[CH:25]=[C:24]([C:2]2[C:3]([F:17])=[C:4]3[O:8][C:7]([CH:9]4[CH2:11][CH2:10]4)=[N:6][C:5]3=[C:12]([C:15]#[N:16])[C:13]=2[CH3:14])[CH:23]=[CH:22][CH:21]=1, predict the reactants needed to synthesize it. The reactants are: Br[C:2]1[C:3]([F:17])=[C:4]2[O:8][C:7]([CH:9]3[CH2:11][CH2:10]3)=[N:6][C:5]2=[C:12]([C:15]#[N:16])[C:13]=1[CH3:14].O.[NH2:19][C:20]1[CH:21]=[C:22](B(O)O)[CH:23]=[CH:24][CH:25]=1.P([O-])([O-])([O-])=O.[K+].[K+].[K+].C(OCC)(=O)C. (4) The reactants are: [CH3:1][C:2]([S:18]([CH3:21])(=[O:20])=[O:19])([CH3:17])[CH2:3][C:4]1[N:8]([CH2:9][CH2:10][CH3:11])[N:7]=[C:6]([C:12](OCC)=[O:13])[CH:5]=1.[NH3:22]. Given the product [CH3:1][C:2]([S:18]([CH3:21])(=[O:20])=[O:19])([CH3:17])[CH2:3][C:4]1[N:8]([CH2:9][CH2:10][CH3:11])[N:7]=[C:6]([C:12]([NH2:22])=[O:13])[CH:5]=1, predict the reactants needed to synthesize it. (5) The reactants are: C(C1[C:11]2[C:6](=[N:7][C:8](CC)=[CH:9][C:10]=2CC)N(C2C3C(=CC=CC=3)CC2)C=1/C=C/C(NC1CCOC(C)(C)C1)=O)#N.[C:38]([C:40]1[C:48]2[C:43](=[N:44][C:45]([CH2:51][CH3:52])=[CH:46][C:47]=2[CH2:49][CH3:50])[N:42]([CH:53]2[C:61]3[C:56](=[CH:57][CH:58]=[CH:59][CH:60]=3)[CH2:55][CH2:54]2)[C:41]=1/[CH:62]=[CH:63]/[C:64]([NH:66]C1C=NC=CC=1)=[O:65])#[N:39].C(C1C2C(=NC(CC)=CC=2CC)N(C2C3C(=CC=CC=3)CC2)C=1/C=C/C(O)=O)#N.NC1C=CN=CC=1. Given the product [C:38]([C:40]1[C:48]2[C:43](=[N:44][C:45]([CH2:51][CH3:52])=[CH:46][C:47]=2[CH2:49][CH3:50])[N:42]([CH:53]2[C:61]3[C:56](=[CH:57][CH:58]=[CH:59][CH:60]=3)[CH2:55][CH2:54]2)[C:41]=1/[CH:62]=[CH:63]/[C:64]([NH:66][C:10]1[CH:9]=[CH:8][N:7]=[CH:6][CH:11]=1)=[O:65])#[N:39], predict the reactants needed to synthesize it. (6) Given the product [CH2:9]([O:8][C:6](=[O:7])[C:5]([CH2:17][O:18][C:19](=[O:54])[CH2:20][C:21]1[CH:26]=[CH:25][C:24]([NH:27][C:28]([C:30]2[C:31]([C:36]3[CH:37]=[CH:38][C:39]([C:42]([F:43])([F:45])[F:44])=[CH:40][CH:41]=3)=[CH:32][CH:33]=[CH:34][CH:35]=2)=[O:29])=[C:23]([OH:46])[CH:22]=1)([C:11]1[CH:12]=[CH:13][CH:14]=[CH:15][CH:16]=1)[C:4]([O:3][CH2:1][CH3:2])=[O:55])[CH3:10], predict the reactants needed to synthesize it. The reactants are: [CH2:1]([O:3][C:4](=[O:55])[C:5]([CH2:17][O:18][C:19](=[O:54])[CH2:20][C:21]1[CH:26]=[CH:25][C:24]([NH:27][C:28]([C:30]2[C:31]([C:36]3[CH:41]=[CH:40][C:39]([C:42]([F:45])([F:44])[F:43])=[CH:38][CH:37]=3)=[CH:32][CH:33]=[CH:34][CH:35]=2)=[O:29])=[C:23]([O:46]CC2C=CC=CC=2)[CH:22]=1)([C:11]1[CH:16]=[CH:15][CH:14]=[CH:13][CH:12]=1)[C:6]([O:8][CH2:9][CH3:10])=[O:7])[CH3:2]. (7) Given the product [CH3:4][P:2]([CH2:5][C:6]1[CH:7]=[C:8]([N:12]2[C:16]([C:17]([OH:19])=[O:18])=[CH:15][C:14]([CH:22]([CH3:24])[CH3:23])=[N:13]2)[CH:9]=[CH:10][CH:11]=1)([CH3:1])=[O:3], predict the reactants needed to synthesize it. The reactants are: [CH3:1][P:2]([CH2:5][C:6]1[CH:7]=[C:8]([N:12]2[C:16]([C:17]([O:19]CC)=[O:18])=[CH:15][C:14]([CH:22]([CH3:24])[CH3:23])=[N:13]2)[CH:9]=[CH:10][CH:11]=1)([CH3:4])=[O:3].[OH-].[Na+]. (8) Given the product [Br:1][C:2]1[CH:3]=[CH:4][C:5]([F:16])=[C:6]([C@:8]2([CH3:15])[CH2:9][O:10][CH2:11][C:12]([NH2:18])=[N:13]2)[CH:7]=1, predict the reactants needed to synthesize it. The reactants are: [Br:1][C:2]1[CH:3]=[CH:4][C:5]([F:16])=[C:6]([C@@:8]2([CH3:15])[NH:13][C:12](=O)[CH2:11][O:10][CH2:9]2)[CH:7]=1.[Cl-].[NH4+:18]. (9) The reactants are: [F:1][CH:2]([F:10])[CH2:3][CH2:4][CH2:5][C:6]([O:8]C)=[O:7].[OH-].[K+]. Given the product [F:1][CH:2]([F:10])[CH2:3][CH2:4][CH2:5][C:6]([OH:8])=[O:7], predict the reactants needed to synthesize it. (10) Given the product [N:7]1[CH:8]=[CH:9][N:10]2[CH:15]=[C:14]([NH:16][C:17]([NH:18][C:19]3[CH:20]=[CH:21][C:22]([C:23]([NH:5][CH2:4][CH2:3][C:2]4[CH:6]=[CH:40][CH:32]=[CH:33][CH:1]=4)=[O:25])=[CH:26][CH:27]=3)=[O:28])[CH:13]=[CH:12][C:11]=12, predict the reactants needed to synthesize it. The reactants are: [CH3:1][CH:2]([CH3:6])[CH2:3][CH2:4][NH2:5].[N:7]1[CH:8]=[CH:9][N:10]2[CH:15]=[C:14]([NH:16][C:17](=[O:28])[NH:18][C:19]3[CH:27]=[CH:26][C:22]([C:23]([OH:25])=O)=[CH:21][CH:20]=3)[CH:13]=[CH:12][C:11]=12.[N+]([C:32]1[CH:40]=CC(C(O)=O)=C[CH:33]=1)([O-])=O.